This data is from Forward reaction prediction with 1.9M reactions from USPTO patents (1976-2016). The task is: Predict the product of the given reaction. Given the reactants [CH2:1]([C:9]1([OH:17])[CH2:16][CH:12]2[CH2:13][NH:14][CH2:15][CH:11]2[CH2:10]1)[CH2:2][C:3]1[CH:8]=[CH:7][CH:6]=[CH:5][CH:4]=1.Br[CH:19]([CH3:29])[C:20]([C:22]1[CH:27]=[CH:26][C:25]([OH:28])=[CH:24][CH:23]=1)=[O:21].C(N(CC)CC)C, predict the reaction product. The product is: [OH:17][C:9]1([CH2:1][CH2:2][C:3]2[CH:4]=[CH:5][CH:6]=[CH:7][CH:8]=2)[CH2:16][CH:12]2[CH2:13][N:14]([CH:19]([CH3:29])[C:20]([C:22]3[CH:27]=[CH:26][C:25]([OH:28])=[CH:24][CH:23]=3)=[O:21])[CH2:15][CH:11]2[CH2:10]1.